Dataset: Forward reaction prediction with 1.9M reactions from USPTO patents (1976-2016). Task: Predict the product of the given reaction. (1) Given the reactants [CH3:1][O:2][C:3]1[CH:8]=[C:7]([O:9][CH3:10])[CH:6]=[C:5]([O:11][CH3:12])[C:4]=1[C:13]1[CH:18]=[C:17]([C:19](OCC)=[O:20])[N:16]=[C:15]([C:24]([O:26][CH2:27][CH3:28])=[O:25])[CH:14]=1.[BH4-].[Na+].Cl, predict the reaction product. The product is: [CH2:27]([O:26][C:24]([C:15]1[CH:14]=[C:13]([C:4]2[C:3]([O:2][CH3:1])=[CH:8][C:7]([O:9][CH3:10])=[CH:6][C:5]=2[O:11][CH3:12])[CH:18]=[C:17]([CH2:19][OH:20])[N:16]=1)=[O:25])[CH3:28]. (2) Given the reactants Cl[C:2]1[C:7]([CH2:8][CH2:9]Cl)=[C:6]([Cl:11])[N:5]=[C:4]([N:12]2[CH2:17][CH2:16][O:15][CH2:14][CH2:13]2)[N:3]=1.[NH2:18][C:19]1[CH:20]=[N:21][CH:22]=[CH:23][CH:24]=1, predict the reaction product. The product is: [Cl:11][C:6]1[C:7]2[CH2:8][CH2:9][N:18]([C:19]3[CH:20]=[N:21][CH:22]=[CH:23][CH:24]=3)[C:2]=2[N:3]=[C:4]([N:12]2[CH2:17][CH2:16][O:15][CH2:14][CH2:13]2)[N:5]=1. (3) Given the reactants Br[C:2]1[CH:11]=[CH:10][C:5]2[NH:6][C:7](=[O:9])[O:8][C:4]=2[CH:3]=1.[Cu][C:13]#[N:14].[C-]#N.[Na+], predict the reaction product. The product is: [O:9]=[C:7]1[NH:6][C:5]2[CH:10]=[CH:11][C:2]([C:13]#[N:14])=[CH:3][C:4]=2[O:8]1.